This data is from Reaction yield outcomes from USPTO patents with 853,638 reactions. The task is: Predict the reaction yield, written as a fraction of the theoretical maximum amount of product (1.0 means a 100% yield; for example, 0.34 means a 34% yield). The reactants are Br[C:2]1[CH:7]=[C:6]([C:8]([CH3:11])([CH3:10])[CH3:9])[CH:5]=[C:4]([C:12]([CH3:15])([CH3:14])[CH3:13])[CH:3]=1.C([O-])([O-])=O.[Cs+].[Cs+].[CH3:22][C:23]1[C:24]([C:28]([O:30][CH2:31][CH3:32])=[O:29])=[CH:25][NH:26][CH:27]=1. The catalyst is CN(C=O)C.O.[Cu]I. The product is [C:12]([C:4]1[CH:3]=[C:2]([N:26]2[CH:27]=[C:23]([CH3:22])[C:24]([C:28]([O:30][CH2:31][CH3:32])=[O:29])=[CH:25]2)[CH:7]=[C:6]([C:8]([CH3:11])([CH3:10])[CH3:9])[CH:5]=1)([CH3:15])([CH3:14])[CH3:13]. The yield is 0.480.